This data is from Full USPTO retrosynthesis dataset with 1.9M reactions from patents (1976-2016). The task is: Predict the reactants needed to synthesize the given product. (1) Given the product [Br:1][C:2]1[CH:7]=[CH:6][C:5]([C:8]2[CH:13]=[CH:12][CH:11]=[C:10]([Cl:30])[CH:9]=2)=[C:4]([S:14]([CH3:17])(=[O:16])=[O:15])[CH:3]=1, predict the reactants needed to synthesize it. The reactants are: [Br:1][C:2]1[CH:7]=[CH:6][C:5]([C:8]2[CH:13]=[CH:12][CH:11]=[CH:10][CH:9]=2)=[C:4]([S:14]([CH3:17])(=[O:16])=[O:15])[CH:3]=1.BrC1C=CC(I)=C(S(C)(=O)=O)C=1.[Cl:30]C1C=C(B(O)O)C=CC=1. (2) Given the product [C:15]([O:14][C:12](=[O:13])[NH:10][CH2:9][CH:8]([C:5]1[CH:4]=[CH:3][C:2]([Br:1])=[CH:7][CH:6]=1)[CH3:11])([CH3:18])([CH3:17])[CH3:16], predict the reactants needed to synthesize it. The reactants are: [Br:1][C:2]1[CH:7]=[CH:6][C:5]([CH:8]([CH3:11])[CH2:9][NH2:10])=[CH:4][CH:3]=1.[C:12](O[C:12]([O:14][C:15]([CH3:18])([CH3:17])[CH3:16])=[O:13])([O:14][C:15]([CH3:18])([CH3:17])[CH3:16])=[O:13]. (3) The reactants are: [OH-].[Li+].C([O:5][C:6]([C:8]1([CH2:22][O:23][C:24]2[CH:29]=[CH:28][C:27]([C:30]3[CH:35]=[CH:34][C:33]([C:36]#[N:37])=[CH:32][CH:31]=3)=[CH:26][CH:25]=2)[CH2:12][CH2:11][N:10]([C:13](=[O:21])[C:14]2[CH:19]=[CH:18][C:17]([F:20])=[CH:16][CH:15]=2)[CH2:9]1)=[O:7])C. Given the product [C:36]([C:33]1[CH:34]=[CH:35][C:30]([C:27]2[CH:26]=[CH:25][C:24]([O:23][CH2:22][C:8]3([C:6]([OH:7])=[O:5])[CH2:12][CH2:11][N:10]([C:13](=[O:21])[C:14]4[CH:15]=[CH:16][C:17]([F:20])=[CH:18][CH:19]=4)[CH2:9]3)=[CH:29][CH:28]=2)=[CH:31][CH:32]=1)#[N:37], predict the reactants needed to synthesize it. (4) The reactants are: Cl[CH2:2][C:3](=[O:5])[CH3:4].COC(=O)[C:9]1[CH:14]=C[C:12]([NH:15][CH:16]=[O:17])=[C:11]([O:18][CH3:19])[CH:10]=1.C(=O)([O-])[O-].[Cs+].[Cs+].[I-].[K+].[C:29]([O:32][CH2:33]C)(=[O:31])[CH3:30]. Given the product [CH3:33][O:32][C:29](=[O:31])[C:30]1[CH:14]=[CH:9][CH:10]=[C:11]([O:18][CH3:19])[C:12]=1[N:15]([CH:16]=[O:17])[CH2:2][C:3](=[O:5])[CH3:4], predict the reactants needed to synthesize it. (5) Given the product [NH2:26][C:10](=[O:13])[CH2:11][CH2:12][C@@H:8]([NH:9][C:14](=[O:15])[O:16][C:17]([CH3:20])([CH3:19])[CH3:18])[CH2:7][C:6]1[CH:21]=[CH:22][C:3]([C:2]([F:24])([F:23])[F:1])=[CH:4][CH:5]=1, predict the reactants needed to synthesize it. The reactants are: [F:1][C:2]([F:24])([F:23])[C:3]1[CH:22]=[CH:21][C:6]([CH2:7][C@H:8]2[CH2:12][CH2:11][C:10](=[O:13])[N:9]2[C:14]([O:16][C:17]([CH3:20])([CH3:19])[CH3:18])=[O:15])=[CH:5][CH:4]=1.[OH-].[NH3:26]. (6) Given the product [F:25][CH2:24][O:23][C:21]1[CH:20]=[CH:19][C:17]2[N:18]=[C:14]([NH:12][NH:13][C:9]([C:7]3[O:8][C:4]([N+:1]([O-:3])=[O:2])=[CH:5][CH:6]=3)=[O:10])[S:15][C:16]=2[CH:22]=1, predict the reactants needed to synthesize it. The reactants are: [N+:1]([C:4]1[O:8][C:7]([C:9](Cl)=[O:10])=[CH:6][CH:5]=1)([O-:3])=[O:2].[NH:12]([C:14]1[S:15][C:16]2[CH:22]=[C:21]([O:23][CH2:24][F:25])[CH:20]=[CH:19][C:17]=2[N:18]=1)[NH2:13]. (7) Given the product [Br:12][C:13]1[CH:14]=[C:15]([C:16]([C:2]2[CH:7]=[CH:6][C:5]([O:8][CH3:9])=[C:4]([CH3:10])[CH:3]=2)=[O:17])[CH:22]=[C:23]([O:25][CH2:26][CH3:27])[CH:24]=1, predict the reactants needed to synthesize it. The reactants are: Br[C:2]1[CH:7]=[CH:6][C:5]([O:8][CH3:9])=[C:4]([CH3:10])[CH:3]=1.[Mg].[Br:12][C:13]1[CH:14]=[C:15]([CH:22]=[C:23]([O:25][CH2:26][CH3:27])[CH:24]=1)[C:16](N(OC)C)=[O:17].[Cl-].[NH4+]. (8) Given the product [F:51][C:48]([F:49])([F:50])[C:47]([NH:1][C:2]1[N:10]=[C:9]2[CH:8]=[CH:7][C:6]([O:21][C:22]3[CH:23]=[C:24]([NH:28][C:29](=[O:40])[C:30]4[CH:35]=[CH:34][CH:33]=[C:32]([C:36]([F:37])([F:39])[F:38])[CH:31]=4)[CH:25]=[CH:26][CH:27]=3)=[CH:5][N:4]2[CH:3]=1)=[O:52], predict the reactants needed to synthesize it. The reactants are: [NH2:1][C:2](=O)[CH2:3][N:4]1[C:9](=[N:10]S(C2C=CC(C)=CC=2)(=O)=O)[CH:8]=[CH:7][C:6]([O:21][C:22]2[CH:23]=[C:24]([NH:28][C:29](=[O:40])[C:30]3[CH:35]=[CH:34][CH:33]=[C:32]([C:36]([F:39])([F:38])[F:37])[CH:31]=3)[CH:25]=[CH:26][CH:27]=2)=[CH:5]1.[F:49][C:48]([F:51])([F:50])[C:47](O[C:47](=[O:52])[C:48]([F:51])([F:50])[F:49])=[O:52]. (9) Given the product [CH2:1]([O:3][C:4]([C@H:6]1[C@H:8]([C:9]2[CH:14]=[CH:13][CH:12]=[CH:11][CH:10]=2)[NH:15]1)=[O:5])[CH3:2], predict the reactants needed to synthesize it. The reactants are: [CH2:1]([O:3][C:4]([CH:6]1[CH:8]([C:9]2[CH:14]=[CH:13][CH:12]=[CH:11][CH:10]=2)O1)=[O:5])[CH3:2].[N-:15]=[N+]=[N-].[Na+].[Cl-].[NH4+].C1C=CC(P(C2C=CC=CC=2)C2C=CC=CC=2)=CC=1.N#N.